The task is: Predict the reaction yield, written as a fraction of the theoretical maximum amount of product (1.0 means a 100% yield; for example, 0.34 means a 34% yield).. This data is from Reaction yield outcomes from USPTO patents with 853,638 reactions. (1) The catalyst is O1CCOCC1.C1C=CC(/C=C/C(/C=C/C2C=CC=CC=2)=O)=CC=1.C1C=CC(/C=C/C(/C=C/C2C=CC=CC=2)=O)=CC=1.C1C=CC(/C=C/C(/C=C/C2C=CC=CC=2)=O)=CC=1.[Pd].[Pd]. The reactants are Br[C:2]1[C:11]2[C:6](=[CH:7][C:8]([F:12])=[CH:9][CH:10]=2)[C:5](=[O:13])[N:4]([CH3:14])[CH:3]=1.[B:15]1([B:15]2[O:19][C:18]([CH3:21])([CH3:20])[C:17]([CH3:23])([CH3:22])[O:16]2)[O:19][C:18]([CH3:21])([CH3:20])[C:17]([CH3:23])([CH3:22])[O:16]1.C(O[K])(C)=O.CC(C1C=C(C(C)C)C(C2C=CC=CC=2P(C2CCCCC2)C2CCCCC2)=C(C(C)C)C=1)C. The yield is 0.563. The product is [F:12][C:8]1[CH:7]=[C:6]2[C:11]([C:2]([B:15]3[O:19][C:18]([CH3:21])([CH3:20])[C:17]([CH3:23])([CH3:22])[O:16]3)=[CH:3][N:4]([CH3:14])[C:5]2=[O:13])=[CH:10][CH:9]=1. (2) The reactants are [Br:1][C:2]1[N:6](C(OC(C)(C)C)=O)[C:5]2[CH:14]=[C:15]([C:17]([O:19][CH3:20])=[O:18])[S:16][C:4]=2[C:3]=1[CH:21]1[CH2:26][CH2:25][CH2:24][CH2:23][CH2:22]1.FC(F)(F)C(O)=O. The catalyst is C(Cl)Cl. The yield is 0.790. The product is [Br:1][C:2]1[NH:6][C:5]2[CH:14]=[C:15]([C:17]([O:19][CH3:20])=[O:18])[S:16][C:4]=2[C:3]=1[CH:21]1[CH2:26][CH2:25][CH2:24][CH2:23][CH2:22]1. (3) The reactants are [C:1]([O:11][CH:12]([CH3:14])[CH3:13])(=[O:10])/[CH:2]=[CH:3]/[C:4]([O:6][CH:7]([CH3:9])[CH3:8])=[O:5].[C:15]([O:25][CH:26]([CH3:28])[CH3:27])(=[O:24])[CH:16]=[CH:17][C:18]1[CH:23]=[CH:22][CH:21]=[CH:20][CH:19]=1.C(C1C=CC=CC=1C=C)=C.C(OOOC(C)(C)C)(=O)C(C)(C)C. The catalyst is O1CCCC1.CO. The product is [C:4]([O:6][CH:7]([CH3:9])[CH3:8])(=[O:5])/[CH:3]=[CH:2]/[C:1]([O:11][CH:12]([CH3:14])[CH3:13])=[O:10].[C:15]([O:25][CH:26]([CH3:28])[CH3:27])(=[O:24])[CH:16]=[CH:17][C:18]1[CH:19]=[CH:20][CH:21]=[CH:22][CH:23]=1. The yield is 0.580.